Dataset: NCI-60 drug combinations with 297,098 pairs across 59 cell lines. Task: Regression. Given two drug SMILES strings and cell line genomic features, predict the synergy score measuring deviation from expected non-interaction effect. Drug 1: CC1C(C(CC(O1)OC2CC(CC3=C2C(=C4C(=C3O)C(=O)C5=C(C4=O)C(=CC=C5)OC)O)(C(=O)C)O)N)O.Cl. Drug 2: COCCOC1=C(C=C2C(=C1)C(=NC=N2)NC3=CC=CC(=C3)C#C)OCCOC.Cl. Cell line: HCT-15. Synergy scores: CSS=2.86, Synergy_ZIP=-3.46, Synergy_Bliss=-3.97, Synergy_Loewe=-10.7, Synergy_HSA=-5.83.